Dataset: Forward reaction prediction with 1.9M reactions from USPTO patents (1976-2016). Task: Predict the product of the given reaction. (1) Given the reactants [Br:1][C:2]1[CH:3]=[C:4]([CH:9]=[C:10]([NH:13][CH2:14][CH2:15][CH2:16][CH3:17])[C:11]=1[OH:12])[C:5]([O:7][CH3:8])=[O:6].C(=O)(O)[O-].[Na+].[CH3:23][C:24](CC(C)C)=O.O.ClCC(Cl)=O, predict the reaction product. The product is: [Br:1][C:2]1[C:11]2[O:12][CH2:24][CH2:23][N:13]([CH2:14][CH2:15][CH2:16][CH3:17])[C:10]=2[CH:9]=[C:4]([C:5]([O:7][CH3:8])=[O:6])[CH:3]=1. (2) Given the reactants [CH2:1]([O:5][C:6]1[C:7]([CH:11]2[CH:16]3[CH2:17][CH2:18][N:13]([CH2:14][CH2:15]3)[CH2:12]2)=[N:8][NH:9][CH:10]=1)[CH2:2][CH2:3]C.C(O)CC.IC1C(C2C3CCN(CC3)C2)=NN(COCC[Si](C)(C)C)C=1.CCO, predict the reaction product. The product is: [CH2:1]([O:5][C:6]1[C:7]([CH:11]2[CH:16]3[CH2:17][CH2:18][N:13]([CH2:14][CH2:15]3)[CH2:12]2)=[N:8][NH:9][CH:10]=1)[CH2:2][CH3:3]. (3) Given the reactants [Cl-].[Al+3].[Cl-].[Cl-].[H-].[Al+3].[Li+].[H-].[H-].[H-].[Cl:11][C:12]1[CH:31]=[CH:30][C:15]2[O:16][C:17]3[CH:29]=[CH:28][CH:27]=[CH:26][C:18]=3[C@H:19]3[CH2:23][N:22]([CH3:24])[C:21](=O)[C@@H:20]3[C:14]=2[CH:13]=1.[OH-].[Na+], predict the reaction product. The product is: [Cl:11][C:12]1[CH:31]=[CH:30][C:15]2[O:16][C:17]3[CH:29]=[CH:28][CH:27]=[CH:26][C:18]=3[C@H:19]3[CH2:23][N:22]([CH3:24])[CH2:21][C@@H:20]3[C:14]=2[CH:13]=1. (4) Given the reactants C([NH:5][S:6]([C:9]1[CH:10]=[C:11]([C:15]2[CH:20]=[CH:19][CH:18]=[C:17]([C:21]3[CH2:22][C:23](=[O:39])[NH:24][C:25]4[CH:31]=[C:30]([C:32]5[CH:37]=[CH:36][CH:35]=[CH:34][C:33]=5[F:38])[CH:29]=[CH:28][C:26]=4[N:27]=3)[CH:16]=2)[CH:12]=[CH:13][CH:14]=1)(=[O:8])=[O:7])(C)(C)C.C(O)(C(F)(F)F)=O, predict the reaction product. The product is: [F:38][C:33]1[CH:34]=[CH:35][CH:36]=[CH:37][C:32]=1[C:30]1[CH:29]=[CH:28][C:26]2[N:27]=[C:21]([C:17]3[CH:16]=[C:15]([C:11]4[CH:12]=[CH:13][CH:14]=[C:9]([S:6]([NH2:5])(=[O:7])=[O:8])[CH:10]=4)[CH:20]=[CH:19][CH:18]=3)[CH2:22][C:23](=[O:39])[NH:24][C:25]=2[CH:31]=1. (5) Given the reactants C([O:3][C:4]([C:6]1([C:9]2[CH:14]=[CH:13][C:12]([C:15]3[CH:20]=[CH:19][C:18]([C:21]4[S:22][C:23]([Cl:39])=[CH:24][C:25]=4[NH:26][C:27]([O:29][C@@H:30]([C:32]4[CH:37]=[CH:36][CH:35]=[CH:34][C:33]=4[Cl:38])[CH3:31])=[O:28])=[CH:17][CH:16]=3)=[CH:11][CH:10]=2)[CH2:8][CH2:7]1)=[O:5])C.[OH-].[Na+].Cl, predict the reaction product. The product is: [Cl:39][C:23]1[S:22][C:21]([C:18]2[CH:17]=[CH:16][C:15]([C:12]3[CH:11]=[CH:10][C:9]([C:6]4([C:4]([OH:5])=[O:3])[CH2:8][CH2:7]4)=[CH:14][CH:13]=3)=[CH:20][CH:19]=2)=[C:25]([NH:26][C:27]([O:29][C@@H:30]([C:32]2[CH:37]=[CH:36][CH:35]=[CH:34][C:33]=2[Cl:38])[CH3:31])=[O:28])[CH:24]=1. (6) The product is: [C:1]([O:5][C:6](=[O:27])[NH:7][CH2:8][CH2:9][C:10]([C:11]1[CH:16]=[CH:15][C:14]([Cl:17])=[CH:13][C:12]=1[C:18](=[O:26])[C:19]1[CH:24]=[CH:23][CH:22]=[CH:21][C:20]=1[F:25])=[O:29])([CH3:4])([CH3:2])[CH3:3]. Given the reactants [C:1]([O:5][C:6](=[O:27])[NH:7][CH2:8][C:9]#[C:10][C:11]1[CH:16]=[CH:15][C:14]([Cl:17])=[CH:13][C:12]=1[C:18](=[O:26])[C:19]1[CH:24]=[CH:23][CH:22]=[CH:21][C:20]=1[F:25])([CH3:4])([CH3:3])[CH3:2].C(O)=[O:29], predict the reaction product. (7) The product is: [Cl:1][C:2]1[CH:7]=[C:6]([Cl:8])[CH:5]=[CH:4][C:3]=1[C:9]1[N:10]=[C:11](/[CH:14]=[CH:15]/[C:16]2[CH:21]=[CH:20][C:19]([C:22]3[CH:23]=[CH:24][C:25]([C:28]([NH:32][CH2:33][C:34]4[CH:43]=[CH:42][C:37]([C:38]([OH:40])=[O:39])=[CH:36][CH:35]=4)=[O:29])=[CH:26][CH:27]=3)=[CH:18][CH:17]=2)[NH:12][CH:13]=1. Given the reactants [Cl:1][C:2]1[CH:7]=[C:6]([Cl:8])[CH:5]=[CH:4][C:3]=1[C:9]1[N:10]=[C:11](/[CH:14]=[CH:15]/[C:16]2[CH:21]=[CH:20][C:19]([C:22]3[CH:27]=[CH:26][C:25]([C:28](O)=[O:29])=[CH:24][CH:23]=3)=[CH:18][CH:17]=2)[NH:12][CH:13]=1.Cl.[NH2:32][CH2:33][C:34]1[CH:43]=[CH:42][C:37]([C:38]([O:40]C)=[O:39])=[CH:36][CH:35]=1, predict the reaction product. (8) Given the reactants [CH2:1]([C:5]1[CH:10]=[CH:9][C:8]([CH:11]([CH3:15])[C:12]([NH2:14])=O)=[CH:7][CH:6]=1)[CH:2]([CH3:4])[CH3:3].C(Cl)(Cl)=O.C1(C)C=CC=CC=1, predict the reaction product. The product is: [CH2:1]([C:5]1[CH:6]=[CH:7][C:8]([CH:11]([CH3:15])[C:12]#[N:14])=[CH:9][CH:10]=1)[CH:2]([CH3:4])[CH3:3]. (9) Given the reactants [Cl:1][C:2]1[N:7]=[C:6](Cl)[CH:5]=[CH:4][N:3]=1.Cl.[NH2:10][C:11]1[C:16]([CH3:17])=[CH:15][C:14](/[CH:18]=[CH:19]/[C:20]#[N:21])=[CH:13][C:12]=1[CH3:22].C(N(CC)CC)C.C(OCC)(=O)C, predict the reaction product. The product is: [Cl:1][C:2]1[N:7]=[C:6]([NH:10][C:11]2[C:16]([CH3:17])=[CH:15][C:14](/[CH:18]=[CH:19]/[C:20]#[N:21])=[CH:13][C:12]=2[CH3:22])[CH:5]=[CH:4][N:3]=1. (10) Given the reactants [O:1]1[CH2:6][CH2:5][N:4]([C:7]2[CH:12]=[CH:11][C:10]([NH:13][C:14]3[N:19]=[CH:18][C:17]([CH2:20][C:21]([NH2:23])=[O:22])=[C:16]([NH:24][CH2:25][CH:26]4[CH2:30][CH2:29][CH2:28][NH:27]4)[CH:15]=3)=[CH:9][CH:8]=2)[CH2:3][CH2:2]1.[C:31](OC(=O)C)(=[O:33])[CH3:32].N1C=CC=CC=1.C(=O)(O)[O-].[Na+], predict the reaction product. The product is: [C:31]([N:27]1[CH2:28][CH2:29][CH2:30][CH:26]1[CH2:25][NH:24][C:16]1[CH:15]=[C:14]([NH:13][C:10]2[CH:11]=[CH:12][C:7]([N:4]3[CH2:3][CH2:2][O:1][CH2:6][CH2:5]3)=[CH:8][CH:9]=2)[N:19]=[CH:18][C:17]=1[CH2:20][C:21]([NH2:23])=[O:22])(=[O:33])[CH3:32].